From a dataset of Full USPTO retrosynthesis dataset with 1.9M reactions from patents (1976-2016). Predict the reactants needed to synthesize the given product. (1) Given the product [F:21][C:22]1[CH:27]=[C:26]([F:28])[CH:25]=[CH:24][C:23]=1[NH:29][C:30]([NH:13][C:10]1[CH:11]=[CH:12][C:7]([O:6][CH2:5][CH2:4][CH2:3][N:2]([CH3:1])[CH3:20])=[C:8]([C:14]2[N:15]([CH3:19])[N:16]=[CH:17][CH:18]=2)[CH:9]=1)=[O:31], predict the reactants needed to synthesize it. The reactants are: [CH3:1][N:2]([CH3:20])[CH2:3][CH2:4][CH2:5][O:6][C:7]1[CH:12]=[CH:11][C:10]([NH2:13])=[CH:9][C:8]=1[C:14]1[N:15]([CH3:19])[N:16]=[CH:17][CH:18]=1.[F:21][C:22]1[CH:27]=[C:26]([F:28])[CH:25]=[CH:24][C:23]=1[N:29]=[C:30]=[O:31]. (2) Given the product [CH2:1]([C:5]1[NH:6][C:7]2[N:8]([C:9]=1[CH3:10])[C:22](=[O:25])[CH:23]=[CH:24][C:11]=2[C:12](=[O:13])[C:14]1[CH:19]=[CH:18][C:17]([F:20])=[CH:16][C:15]=1[F:21])[CH2:2][CH2:3][CH3:4], predict the reactants needed to synthesize it. The reactants are: [CH2:1]([C:5]1[N:6]=[C:7]([CH2:11][C:12]([C:14]2[CH:19]=[CH:18][C:17]([F:20])=[CH:16][C:15]=2[F:21])=[O:13])[NH:8][C:9]=1[CH3:10])[CH2:2][CH2:3][CH3:4].[C:22](O)(=[O:25])[C:23]#[CH:24]. (3) Given the product [Br:19][C:10]1[CH:11]=[C:12]([CH:17]=[CH:18][C:9]=1[NH:8][C:6]([O:5][C:1]([CH3:4])([CH3:3])[CH3:2])=[O:7])[C:13]([OH:15])=[O:14], predict the reactants needed to synthesize it. The reactants are: [C:1]([O:5][C:6]([N:8](C(OC(C)(C)C)=O)[C:9]1[CH:18]=[CH:17][C:12]([C:13]([O:15]C)=[O:14])=[CH:11][C:10]=1[Br:19])=[O:7])([CH3:4])([CH3:3])[CH3:2].[OH-].[Na+].Cl. (4) Given the product [F:8][C:7]1[C:2]([N:1]=[CH:18][N:19]([CH3:21])[CH3:20])=[N:3][C:4](=[O:15])[N:5]([CH:9]2[CH2:13][CH2:12][CH:11]([OH:14])[CH2:10]2)[CH:6]=1, predict the reactants needed to synthesize it. The reactants are: [NH2:1][C:2]1[C:7]([F:8])=[CH:6][N:5]([CH:9]2[CH2:13][CH2:12][CH:11]([OH:14])[CH2:10]2)[C:4](=[O:15])[N:3]=1.CO[CH:18](OC)[N:19]([CH3:21])[CH3:20]. (5) Given the product [Br:1][C:2]1[C:3]([CH2:12][Br:38])=[C:4]([CH:9]=[CH:10][CH:11]=1)[C:5]([O:7][CH3:8])=[O:6], predict the reactants needed to synthesize it. The reactants are: [Br:1][C:2]1[C:3]([CH3:12])=[C:4]([CH:9]=[CH:10][CH:11]=1)[C:5]([O:7][CH3:8])=[O:6].C(OOC(=O)C1C=CC=CC=1)(=O)C1C=CC=CC=1.C1C(=O)N([Br:38])C(=O)C1. (6) The reactants are: C(O)C.[OH-].[Na+].[F:6][C:7]1[CH:12]=[CH:11][C:10]([C@@H:13]([NH:15][C:16]2[N:21]=[C:20]([N:22]3[CH:26]=[C:25]([C:27]([O:29]CC)=[O:28])[CH:24]=[N:23]3)[CH:19]=[C:18]([NH:32][C:33]3[CH:38]=[N:37][CH:36]=[CH:35][N:34]=3)[N:17]=2)[CH3:14])=[CH:9][CH:8]=1. Given the product [F:6][C:7]1[CH:12]=[CH:11][C:10]([C@@H:13]([NH:15][C:16]2[N:21]=[C:20]([N:22]3[CH:26]=[C:25]([C:27]([OH:29])=[O:28])[CH:24]=[N:23]3)[CH:19]=[C:18]([NH:32][C:33]3[CH:38]=[N:37][CH:36]=[CH:35][N:34]=3)[N:17]=2)[CH3:14])=[CH:9][CH:8]=1, predict the reactants needed to synthesize it.